From a dataset of CYP2D6 inhibition data for predicting drug metabolism from PubChem BioAssay. Regression/Classification. Given a drug SMILES string, predict its absorption, distribution, metabolism, or excretion properties. Task type varies by dataset: regression for continuous measurements (e.g., permeability, clearance, half-life) or binary classification for categorical outcomes (e.g., BBB penetration, CYP inhibition). Dataset: cyp2d6_veith. (1) The compound is CC1(C)C(=O)N(CCN2CCC(C(=O)c3ccc(F)cc3)CC2)c2ccccc21. The result is 1 (inhibitor). (2) The molecule is COC(=O)[C@@]1(Cc2ccc(F)cc2)[C@H]2c3cc(C(=O)N(C)C)n(Cc4ccsc4Br)c3C[C@H]2CN1C(=O)c1ccccc1. The result is 0 (non-inhibitor). (3) The drug is Cc1ccccc1OCC(O)Cn1c(NCc2ccccc2)nc2c1c(=O)[nH]c(=O)n2C. The result is 0 (non-inhibitor). (4) The compound is COC(=O)C1=C(C)Nc2ncnn2C1c1cccnc1. The result is 0 (non-inhibitor). (5) The drug is N#C[C@H](Cc1ccc(O)cc1)c1ccc(O)cc1. The result is 0 (non-inhibitor).